The task is: Predict the reactants needed to synthesize the given product.. This data is from Full USPTO retrosynthesis dataset with 1.9M reactions from patents (1976-2016). (1) Given the product [CH3:1][O:2][C:3]1[CH:8]=[CH:7][N:6]=[C:5]2[NH:9][CH:10]=[C:11]([CH:12]3[CH2:17][CH2:16][NH:15][CH2:14][CH2:13]3)[C:4]=12, predict the reactants needed to synthesize it. The reactants are: [CH3:1][O:2][C:3]1[CH:8]=[CH:7][N:6]=[C:5]2[NH:9][CH:10]=[C:11]([CH:12]3[CH2:17][CH2:16][N:15](C(OC(C)(C)C)=O)[CH2:14][CH2:13]3)[C:4]=12.Cl.CCOC(C)=O. (2) Given the product [CH3:52][CH:51]([CH3:53])[CH:43]([NH:42][C:9](=[O:10])[CH2:8][N:7]1[C:2](=[O:1])[C:3]([NH:18][C:19](=[O:27])[CH2:20][C:21]2[CH:26]=[CH:25][CH:24]=[CH:23][CH:22]=2)=[CH:4][N:5]=[C:6]1[C:12]1[CH:13]=[CH:14][CH:15]=[CH:16][CH:17]=1)[C:44]([C:46]1[S:47][CH:48]=[CH:49][N:50]=1)=[O:45], predict the reactants needed to synthesize it. The reactants are: [O:1]=[C:2]1[N:7]([CH2:8][C:9](O)=[O:10])[C:6]([C:12]2[CH:17]=[CH:16][CH:15]=[CH:14][CH:13]=2)=[N:5][CH:4]=[C:3]1[NH:18][C:19](=[O:27])[CH2:20][C:21]1[CH:26]=[CH:25][CH:24]=[CH:23][CH:22]=1.CN1CCOCC1.ClC(OCC)=O.Cl.[NH2:42][CH:43]([CH:51]([CH3:53])[CH3:52])[C:44]([C:46]1[S:47][CH:48]=[CH:49][N:50]=1)=[O:45].C(OC(C)(C)C)C. (3) Given the product [CH3:18][O:17][C:16]1[CH:15]=[CH:14][CH:13]=[C:12]([O:19][CH3:20])[C:11]=1[CH:2]1[N:1]([CH2:28][C:27]2[CH:30]=[CH:31][C:24]([S:23][C:22]([F:33])([F:21])[F:32])=[CH:25][CH:26]=2)[C:5](=[O:7])[CH:4]([CH3:10])[CH2:3]1, predict the reactants needed to synthesize it. The reactants are: [NH2:1][CH:2]([C:11]1[C:16]([O:17][CH3:18])=[CH:15][CH:14]=[CH:13][C:12]=1[O:19][CH3:20])[CH2:3][CH:4]([CH3:10])[C:5]([O:7]CC)=O.[F:21][C:22]([F:33])([F:32])[S:23][C:24]1[CH:31]=[CH:30][C:27]([CH:28]=O)=[CH:26][CH:25]=1.